The task is: Regression/Classification. Given a drug SMILES string, predict its absorption, distribution, metabolism, or excretion properties. Task type varies by dataset: regression for continuous measurements (e.g., permeability, clearance, half-life) or binary classification for categorical outcomes (e.g., BBB penetration, CYP inhibition). For this dataset (lipophilicity_astrazeneca), we predict Y.. This data is from Experimental lipophilicity measurements (octanol/water distribution) for 4,200 compounds from AstraZeneca. (1) The molecule is CC(=O)Nc1ccc2c(c1)c(-c1cc(NC3CC3)n3ncc(C#N)c3n1)cn2CCC(=O)O. The Y is -0.870 logD. (2) The compound is COC(=O)[C@H](c1ccccc1Cl)N1CCc2sccc2C1. The Y is 3.69 logD. (3) The compound is C=C[C@H]1CN2CC[C@@H]1C[C@H]2[C@H](O)c1ccnc2ccc(OC)cc12. The Y is 2.26 logD. (4) The drug is CC(C)C(NC(=O)Cn1c(-c2ccccc2)ccc(NC(=O)CN2CCOCC2)c1=O)C(=O)C(F)(F)F. The Y is 2.00 logD.